The task is: Predict the product of the given reaction.. This data is from Forward reaction prediction with 1.9M reactions from USPTO patents (1976-2016). (1) Given the reactants [CH2:1]([O:3][C:4](=[O:28])[CH:5]([O:24][CH:25]([CH3:27])[CH3:26])[CH2:6][C:7]1[CH:12]=[C:11]([CH2:13][NH:14][C:15]([O:17][C:18]([CH3:21])([CH3:20])[CH3:19])=[O:16])[C:10]([OH:22])=[C:9]([Br:23])[CH:8]=1)[CH3:2].IC.[C:31](=O)([O-])[O-].[K+].[K+], predict the reaction product. The product is: [CH2:1]([O:3][C:4](=[O:28])[CH:5]([O:24][CH:25]([CH3:27])[CH3:26])[CH2:6][C:7]1[CH:12]=[C:11]([CH2:13][NH:14][C:15]([O:17][C:18]([CH3:21])([CH3:20])[CH3:19])=[O:16])[C:10]([O:22][CH3:31])=[C:9]([Br:23])[CH:8]=1)[CH3:2]. (2) Given the reactants [C:1]([O:5][C:6]1[CH:11]=[CH:10][C:9]([OH:12])=[CH:8][CH:7]=1)([CH3:4])([CH3:3])[CH3:2].C1C=CC(P(C2C=CC=CC=2)C2C=CC=CC=2)=CC=1.[O:32]1[CH2:37][CH2:36][CH:35](O)[CH2:34][CH2:33]1.CC(OC(/N=N/C(OC(C)C)=O)=O)C, predict the reaction product. The product is: [C:1]([O:5][C:6]1[CH:7]=[CH:8][C:9]([O:12][CH:35]2[CH2:36][CH2:37][O:32][CH2:33][CH2:34]2)=[CH:10][CH:11]=1)([CH3:4])([CH3:2])[CH3:3]. (3) Given the reactants [C:1]([CH2:3][P:4](=[O:11])([O:8][CH2:9][CH3:10])[O:5][CH2:6][CH3:7])#[N:2], predict the reaction product. The product is: [NH2:2][CH2:1][CH2:3][P:4](=[O:11])([O:5][CH2:6][CH3:7])[O:8][CH2:9][CH3:10].